From a dataset of Peptide-MHC class II binding affinity with 134,281 pairs from IEDB. Regression. Given a peptide amino acid sequence and an MHC pseudo amino acid sequence, predict their binding affinity value. This is MHC class II binding data. The peptide sequence is GAYETYKFIPSLEAA. The MHC is DRB1_0101 with pseudo-sequence DRB1_0101. The binding affinity (normalized) is 0.965.